From a dataset of Peptide-MHC class II binding affinity with 134,281 pairs from IEDB. Regression. Given a peptide amino acid sequence and an MHC pseudo amino acid sequence, predict their binding affinity value. This is MHC class II binding data. (1) The peptide sequence is HFSNVFRSVMAPFTM. The MHC is DRB1_1201 with pseudo-sequence DRB1_1201. The binding affinity (normalized) is 0.195. (2) The peptide sequence is FLLMYEMHRESLLKS. The MHC is DRB1_0405 with pseudo-sequence DRB1_0405. The binding affinity (normalized) is 0.524. (3) The peptide sequence is EKKYFAATQFEPNAA. The MHC is DRB1_0101 with pseudo-sequence DRB1_0101. The binding affinity (normalized) is 0.441. (4) The peptide sequence is APYVAWMRATAIQAE. The MHC is DRB1_0701 with pseudo-sequence DRB1_0701. The binding affinity (normalized) is 0.616. (5) The peptide sequence is APADDKFTVFEAAFN. The MHC is HLA-DQA10101-DQB10501 with pseudo-sequence HLA-DQA10101-DQB10501. The binding affinity (normalized) is 0.180. (6) The peptide sequence is AARFVRRDGRRGGGR. The MHC is HLA-DQA10401-DQB10402 with pseudo-sequence HLA-DQA10401-DQB10402. The binding affinity (normalized) is 0.252. (7) The peptide sequence is ISFCNANPGLMKDVA. The MHC is HLA-DPA10103-DPB10201 with pseudo-sequence HLA-DPA10103-DPB10201. The binding affinity (normalized) is 0.225. (8) The peptide sequence is IQDLEKYVEDTKIDL. The MHC is DRB1_0401 with pseudo-sequence DRB1_0401. The binding affinity (normalized) is 0.0156. (9) The peptide sequence is IRPRKTHESHLVRSW. The MHC is DRB5_0101 with pseudo-sequence DRB5_0101. The binding affinity (normalized) is 0.508. (10) The peptide sequence is RQSGATIADVLAEKE. The MHC is DRB1_0401 with pseudo-sequence DRB1_0401. The binding affinity (normalized) is 0.0197.